From a dataset of Catalyst prediction with 721,799 reactions and 888 catalyst types from USPTO. Predict which catalyst facilitates the given reaction. (1) Reactant: [Br:1][C:2]1[CH:3]=[N:4][C:5]2[C:10]([CH:11]=1)=[N:9][CH:8]=[CH:7][CH:6]=2.ClC1C=CC=C(C(OO)=[O:20])C=1. Product: [Br:1][C:2]1[CH:3]=[N:4][C:5]2[CH:6]=[CH:7][CH:8]=[N+:9]([O-:20])[C:10]=2[CH:11]=1.[Br:1][C:2]1[CH:3]=[N+:4]([O-:20])[C:5]2[C:10]([CH:11]=1)=[N:9][CH:8]=[CH:7][CH:6]=2. The catalyst class is: 2. (2) Reactant: Br[C:2]1[CH:3]=[C:4]2[C:9](=[CH:10][CH:11]=1)[N:8]1[C:12]([CH3:15])=[N:13][N:14]=[C:7]1[CH2:6][CH2:5]2.[CH3:16][C:17]1([CH3:33])[C:21]([CH3:23])([CH3:22])[O:20][B:19]([B:19]2[O:20][C:21]([CH3:23])([CH3:22])[C:17]([CH3:33])([CH3:16])[O:18]2)[O:18]1.C([O-])(=O)C.[K+]. Product: [CH3:15][C:12]1[N:8]2[C:9]3[C:4]([CH2:5][CH2:6][C:7]2=[N:14][N:13]=1)=[CH:3][C:2]([B:19]1[O:20][C:21]([CH3:23])([CH3:22])[C:17]([CH3:33])([CH3:16])[O:18]1)=[CH:11][CH:10]=3. The catalyst class is: 75. (3) Reactant: [OH:1][CH2:2][CH:3]1[CH2:8][CH2:7][CH2:6][NH:5][CH2:4]1.[C:9](Cl)([O:11][CH2:12][C:13]1[CH:18]=[CH:17][CH:16]=[CH:15][CH:14]=1)=[O:10]. Product: [CH2:12]([O:11][C:9]([N:5]1[CH2:6][CH2:7][CH2:8][CH:3]([CH2:2][OH:1])[CH2:4]1)=[O:10])[C:13]1[CH:18]=[CH:17][CH:16]=[CH:15][CH:14]=1. The catalyst class is: 624. (4) Reactant: [CH3:1][O:2][C:3]1[CH:23]=[CH:22][C:6]([CH2:7][NH:8][S:9]([C:12]2[CH:21]=[CH:20][C:15]([C:16]([O:18][CH3:19])=[O:17])=[CH:14][CH:13]=2)(=[O:11])=[O:10])=[CH:5][CH:4]=1.C(=O)([O-])[O-].[Cs+].[Cs+].[F:30][C:31]1[CH:38]=[CH:37][C:34]([CH2:35]Br)=[CH:33][CH:32]=1. Product: [F:30][C:31]1[CH:38]=[CH:37][C:34]([CH2:35][N:8]([CH2:7][C:6]2[CH:22]=[CH:23][C:3]([O:2][CH3:1])=[CH:4][CH:5]=2)[S:9]([C:12]2[CH:13]=[CH:14][C:15]([C:16]([O:18][CH3:19])=[O:17])=[CH:20][CH:21]=2)(=[O:11])=[O:10])=[CH:33][CH:32]=1. The catalyst class is: 21. (5) Reactant: [Br:1][C:2]1[CH:3]=[N:4][C:5]([O:8]N2C3=NC=CC=C3N=N2)=[N:6][CH:7]=1.[N:18]1[CH:23]=[C:22](B(O)O)[CH:21]=[N:20][CH:19]=1.C([O-])([O-])=O.[Cs+].[Cs+]. Product: [Br:1][C:2]1[CH:7]=[N:6][C:5]([O:8][C:22]2[CH:23]=[N:18][CH:19]=[N:20][CH:21]=2)=[N:4][CH:3]=1. The catalyst class is: 104. (6) Reactant: [O-][CH2:2]C.[Na+].[Na].[CH:6]1[C:19]2[CH:18]([C:20]([OH:22])=[O:21])[C:17]3[C:12](=[CH:13][CH:14]=[CH:15][CH:16]=3)[O:11][C:10]=2[CH:9]=[CH:8][CH:7]=1.CI. Product: [CH3:2][O:21][C:20]([CH:18]1[C:19]2[CH:6]=[CH:7][CH:8]=[CH:9][C:10]=2[O:11][C:12]2[C:17]1=[CH:16][CH:15]=[CH:14][CH:13]=2)=[O:22]. The catalyst class is: 97. (7) Reactant: [CH3:1][C:2]1[CH:21]=[CH:20][CH:19]=[C:18]([CH3:22])[C:3]=1[CH2:4][O:5][C:6]1[CH:7]=[C:8]([CH2:12][C:13]([O:15]CC)=[O:14])[CH:9]=[CH:10][CH:11]=1.[OH-].[Na+].Cl. Product: [CH3:1][C:2]1[CH:21]=[CH:20][CH:19]=[C:18]([CH3:22])[C:3]=1[CH2:4][O:5][C:6]1[CH:7]=[C:8]([CH2:12][C:13]([OH:15])=[O:14])[CH:9]=[CH:10][CH:11]=1. The catalyst class is: 8.